This data is from NCI-60 drug combinations with 297,098 pairs across 59 cell lines. The task is: Regression. Given two drug SMILES strings and cell line genomic features, predict the synergy score measuring deviation from expected non-interaction effect. (1) Drug 1: CC1=C(C=C(C=C1)NC(=O)C2=CC=C(C=C2)CN3CCN(CC3)C)NC4=NC=CC(=N4)C5=CN=CC=C5. Drug 2: CCCCCOC(=O)NC1=NC(=O)N(C=C1F)C2C(C(C(O2)C)O)O. Cell line: RPMI-8226. Synergy scores: CSS=12.5, Synergy_ZIP=-1.15, Synergy_Bliss=-3.06, Synergy_Loewe=1.62, Synergy_HSA=-0.879. (2) Drug 1: C1=NC2=C(N=C(N=C2N1C3C(C(C(O3)CO)O)F)Cl)N. Drug 2: CCCCC(=O)OCC(=O)C1(CC(C2=C(C1)C(=C3C(=C2O)C(=O)C4=C(C3=O)C=CC=C4OC)O)OC5CC(C(C(O5)C)O)NC(=O)C(F)(F)F)O. Cell line: U251. Synergy scores: CSS=39.4, Synergy_ZIP=0.357, Synergy_Bliss=-0.766, Synergy_Loewe=-2.75, Synergy_HSA=-2.46. (3) Drug 1: CS(=O)(=O)C1=CC(=C(C=C1)C(=O)NC2=CC(=C(C=C2)Cl)C3=CC=CC=N3)Cl. Drug 2: COC1=C2C(=CC3=C1OC=C3)C=CC(=O)O2. Cell line: U251. Synergy scores: CSS=4.06, Synergy_ZIP=2.53, Synergy_Bliss=8.91, Synergy_Loewe=-0.274, Synergy_HSA=0.276. (4) Drug 1: C1CN1P(=S)(N2CC2)N3CC3. Drug 2: C1CN(P(=O)(OC1)NCCCl)CCCl. Cell line: SF-295. Synergy scores: CSS=14.8, Synergy_ZIP=-11.2, Synergy_Bliss=-7.90, Synergy_Loewe=-10.3, Synergy_HSA=-5.16.